Dataset: Buchwald-Hartwig C-N cross coupling reaction yields with 55,370 reactions. Task: Predict the reaction yield, written as a fraction of the theoretical maximum amount of product (1.0 means a 100% yield; for example, 0.34 means a 34% yield). (1) The reactants are CCc1ccc(I)cc1.Cc1ccc(N)cc1.O=S(=O)(O[Pd]1c2ccccc2-c2ccccc2N~1)C(F)(F)F.CC(C)c1cc(C(C)C)c(-c2ccccc2P(C2CCCCC2)C2CCCCC2)c(C(C)C)c1.CN1CCCN2CCCN=C12.COC(=O)c1cc(-c2cccs2)on1. No catalyst specified. The product is CCc1ccc(Nc2ccc(C)cc2)cc1. The yield is 0.313. (2) The reactants are COc1ccc(Br)cc1.Cc1ccc(N)cc1.O=S(=O)(O[Pd]1c2ccccc2-c2ccccc2N~1)C(F)(F)F.COc1ccc(OC)c(P(C(C)(C)C)C(C)(C)C)c1-c1c(C(C)C)cc(C(C)C)cc1C(C)C.CCN=P(N=P(N(C)C)(N(C)C)N(C)C)(N(C)C)N(C)C.CCOC(=O)c1cc(OC)no1. No catalyst specified. The product is COc1ccc(Nc2ccc(C)cc2)cc1. The yield is 0.384. (3) The reactants are CCc1ccc(Br)cc1.Cc1ccc(N)cc1.O=S(=O)(O[Pd]1c2ccccc2-c2ccccc2N~1)C(F)(F)F.COc1ccc(OC)c(P([C@]23C[C@H]4C[C@H](C[C@H](C4)C2)C3)[C@]23C[C@H]4C[C@H](C[C@H](C4)C2)C3)c1-c1c(C(C)C)cc(C(C)C)cc1C(C)C.CCN=P(N=P(N(C)C)(N(C)C)N(C)C)(N(C)C)N(C)C.c1ccc(-c2cnoc2)cc1. No catalyst specified. The product is CCc1ccc(Nc2ccc(C)cc2)cc1. The yield is 0.233. (4) The reactants are Brc1ccccn1.Cc1ccc(N)cc1.O=S(=O)(O[Pd]1c2ccccc2-c2ccccc2N~1)C(F)(F)F.CC(C)c1cc(C(C)C)c(-c2ccccc2P(C(C)(C)C)C(C)(C)C)c(C(C)C)c1.CN1CCCN2CCCN=C12.c1ccc(-c2ccno2)cc1. No catalyst specified. The product is Cc1ccc(Nc2ccccn2)cc1. The yield is 0.929. (5) The reactants are Ic1cccnc1.Cc1ccc(N)cc1.O=S(=O)(O[Pd]1c2ccccc2-c2ccccc2N~1)C(F)(F)F.CC(C)c1cc(C(C)C)c(-c2ccccc2P(C2CCCCC2)C2CCCCC2)c(C(C)C)c1.CCN=P(N=P(N(C)C)(N(C)C)N(C)C)(N(C)C)N(C)C.Cc1ccon1. No catalyst specified. The product is Cc1ccc(Nc2cccnc2)cc1. The yield is 0.168. (6) The reactants are Clc1ccccn1.Cc1ccc(N)cc1.O=S(=O)(O[Pd]1c2ccccc2-c2ccccc2N~1)C(F)(F)F.CC(C)c1cc(C(C)C)c(-c2ccccc2P(C(C)(C)C)C(C)(C)C)c(C(C)C)c1.CN1CCCN2CCCN=C12.c1ccc2oncc2c1. No catalyst specified. The product is Cc1ccc(Nc2ccccn2)cc1. The yield is 0.774.